Dataset: Reaction yield outcomes from USPTO patents with 853,638 reactions. Task: Predict the reaction yield, written as a fraction of the theoretical maximum amount of product (1.0 means a 100% yield; for example, 0.34 means a 34% yield). (1) The reactants are [NH2:1][C@H:2]([C:7]([OH:9])=[O:8])[CH2:3][C:4](=[O:6])[NH2:5].[CH:10](=O)[CH2:11][CH2:12][CH2:13][CH2:14][CH3:15].[C:17](Cl)(=[O:29])[CH2:18][CH2:19][CH2:20][CH2:21][CH2:22][CH2:23][CH2:24][CH2:25][CH2:26][CH2:27][CH3:28].C(O)CCCCC. The catalyst is CO. The product is [C:17]([N:1]1[CH:2]([C:7]([OH:9])=[O:8])[CH2:3][C:4](=[O:6])[NH:5][CH:10]1[CH2:11][CH2:12][CH2:13][CH2:14][CH3:15])(=[O:29])[CH2:18][CH2:19][CH2:20][CH2:21][CH2:22][CH2:23][CH2:24][CH2:25][CH2:26][CH2:27][CH3:28]. The yield is 0.780. (2) The reactants are Br[CH2:2][CH2:3][O:4][C:5]1[CH:6]=[CH:7][C:8]([C:17]2[NH:26][C:25](=[O:27])[C:24]3[C:19](=[CH:20][C:21]([O:30][CH3:31])=[CH:22][C:23]=3[O:28][CH3:29])[N:18]=2)=[N:9][C:10]=1[C:11]1[CH:16]=[CH:15][CH:14]=[CH:13][CH:12]=1.[CH:32]([NH2:35])([CH3:34])[CH3:33]. The catalyst is CN(C=O)C. The product is [CH:32]([NH:35][CH2:2][CH2:3][O:4][C:5]1[CH:6]=[CH:7][C:8]([C:17]2[NH:26][C:25](=[O:27])[C:24]3[C:19](=[CH:20][C:21]([O:30][CH3:31])=[CH:22][C:23]=3[O:28][CH3:29])[N:18]=2)=[N:9][C:10]=1[C:11]1[CH:16]=[CH:15][CH:14]=[CH:13][CH:12]=1)([CH3:34])[CH3:33]. The yield is 0.250. (3) The yield is 0.460. The catalyst is O1CCCC1.ClCCl.CN(C)C1C=CN=CC=1.O. The reactants are C[O:2][C:3]([C@@H:5]1[CH2:10][CH2:9][CH2:8][N:7]([C:11](=[O:29])[C@@H:12]([NH:14][C:15](=[O:28])[C@@H:16]([NH:20][C:21]([O:23][C:24]([CH3:27])([CH3:26])[CH3:25])=[O:22])[CH:17]([CH3:19])[CH3:18])[CH3:13])[NH:6]1)=O.O.[OH-].[Li+].Cl.[CH:34]([C:36]1[CH:45]=[C:44]2[C:39]([CH:40]=[CH:41][C:42]([C@H:46]([OH:48])[CH3:47])=[N:43]2)=[CH:38][CH:37]=1)=[CH2:35].Cl.CN(C)CCCN=C=NCC. The product is [CH:34]([C:36]1[CH:45]=[C:44]2[C:39]([CH:40]=[CH:41][C:42]([C@H:46]([O:48][C:3]([C@@H:5]3[CH2:10][CH2:9][CH2:8][N:7]([C:11](=[O:29])[C@@H:12]([NH:14][C:15](=[O:28])[C@@H:16]([NH:20][C:21]([O:23][C:24]([CH3:25])([CH3:27])[CH3:26])=[O:22])[CH:17]([CH3:19])[CH3:18])[CH3:13])[NH:6]3)=[O:2])[CH3:47])=[N:43]2)=[CH:38][CH:37]=1)=[CH2:35]. (4) The reactants are [CH3:1][N:2]1[C:6]2=[CH:7][N:8]=[CH:9][CH:10]=[C:5]2[C:4]([CH:11]=[O:12])=[CH:3]1.CC(=CC)C.[O-:18]Cl=O.[Na+]. The catalyst is C1COCC1.C(O)(C)(C)C.O. The product is [CH3:1][N:2]1[C:6]2=[CH:7][N:8]=[CH:9][CH:10]=[C:5]2[C:4]([C:11]([OH:18])=[O:12])=[CH:3]1. The yield is 0.570. (5) The reactants are C(=O)([O-])[O-].[Cs+].[Cs+].Br[C:8]1[CH:13]=[CH:12][C:11]([Cl:14])=[CH:10][N:9]=1.C(OCC)(=O)[CH2:16][C:17]([O:19][CH2:20][CH3:21])=[O:18].N1C=CC=CC=1C(O)=O. The catalyst is O1CCOCC1.[Cu-]=O. The product is [Cl:14][C:11]1[CH:12]=[CH:13][C:8]([CH2:16][C:17]([O:19][CH2:20][CH3:21])=[O:18])=[N:9][CH:10]=1. The yield is 0.540. (6) The reactants are [H-].[Na+].[I-].[CH3:4][S+](C)(C)=O.[CH2:9]([N:16]1[CH2:21][CH2:20][C:19](=[O:22])[CH2:18][CH2:17]1)[C:10]1[CH:15]=[CH:14][CH:13]=[CH:12][CH:11]=1. The catalyst is CCCCCCC.CS(C)=O. The product is [CH2:9]([N:16]1[CH2:21][CH2:20][C:19]2([O:22][CH2:4]2)[CH2:18][CH2:17]1)[C:10]1[CH:11]=[CH:12][CH:13]=[CH:14][CH:15]=1. The yield is 0.730.